This data is from NCI-60 drug combinations with 297,098 pairs across 59 cell lines. The task is: Regression. Given two drug SMILES strings and cell line genomic features, predict the synergy score measuring deviation from expected non-interaction effect. (1) Drug 1: CC1C(C(CC(O1)OC2CC(OC(C2O)C)OC3=CC4=CC5=C(C(=O)C(C(C5)C(C(=O)C(C(C)O)O)OC)OC6CC(C(C(O6)C)O)OC7CC(C(C(O7)C)O)OC8CC(C(C(O8)C)O)(C)O)C(=C4C(=C3C)O)O)O)O. Synergy scores: CSS=44.8, Synergy_ZIP=-2.95, Synergy_Bliss=-3.87, Synergy_Loewe=-7.23, Synergy_HSA=-0.000353. Drug 2: C1=NC2=C(N1)C(=S)N=CN2. Cell line: SF-295. (2) Drug 1: CC(C)CN1C=NC2=C1C3=CC=CC=C3N=C2N. Drug 2: CCC1(C2=C(COC1=O)C(=O)N3CC4=CC5=C(C=CC(=C5CN(C)C)O)N=C4C3=C2)O.Cl. Cell line: DU-145. Synergy scores: CSS=59.9, Synergy_ZIP=-1.96, Synergy_Bliss=-2.41, Synergy_Loewe=-19.4, Synergy_HSA=-1.69. (3) Drug 1: CS(=O)(=O)CCNCC1=CC=C(O1)C2=CC3=C(C=C2)N=CN=C3NC4=CC(=C(C=C4)OCC5=CC(=CC=C5)F)Cl. Drug 2: CC1=C(N=C(N=C1N)C(CC(=O)N)NCC(C(=O)N)N)C(=O)NC(C(C2=CN=CN2)OC3C(C(C(C(O3)CO)O)O)OC4C(C(C(C(O4)CO)O)OC(=O)N)O)C(=O)NC(C)C(C(C)C(=O)NC(C(C)O)C(=O)NCCC5=NC(=CS5)C6=NC(=CS6)C(=O)NCCC[S+](C)C)O. Cell line: HCT116. Synergy scores: CSS=33.4, Synergy_ZIP=7.56, Synergy_Bliss=1.32, Synergy_Loewe=-24.6, Synergy_HSA=-5.24.